Dataset: Reaction yield outcomes from USPTO patents with 853,638 reactions. Task: Predict the reaction yield, written as a fraction of the theoretical maximum amount of product (1.0 means a 100% yield; for example, 0.34 means a 34% yield). (1) The reactants are [CH3:1][C:2]1[N:10]([CH:11]([C:13](=[O:16])[CH2:14][CH3:15])[CH3:12])[C:5]2=[N:6][CH:7]=[CH:8][CH:9]=[C:4]2[C:3]=1[C:17]([O:19][C:20]([CH3:23])([CH3:22])[CH3:21])=[O:18].[BH4-].[Na+]. The catalyst is CO. The product is [OH:16][CH:13]([CH2:14][CH3:15])[CH:11]([N:10]1[C:5]2=[N:6][CH:7]=[CH:8][CH:9]=[C:4]2[C:3]([C:17]([O:19][C:20]([CH3:22])([CH3:21])[CH3:23])=[O:18])=[C:2]1[CH3:1])[CH3:12]. The yield is 0.500. (2) The catalyst is O1CCOCC1.CCOC(C)=O.C1C=CC(P(C2C=CC=CC=2)[C-]2C=CC=C2)=CC=1.C1C=CC(P(C2C=CC=CC=2)[C-]2C=CC=C2)=CC=1.Cl[Pd]Cl.[Fe+2]. The reactants are Br[C:2]1[C:7]([CH3:8])=[CH:6][N:5]=[C:4]([NH:9][C:10](=[O:12])[CH3:11])[CH:3]=1.[CH3:13][C:14]1([CH3:30])[C:18]([CH3:20])([CH3:19])[O:17][B:16]([B:16]2[O:17][C:18]([CH3:20])([CH3:19])[C:14]([CH3:30])([CH3:13])[O:15]2)[O:15]1.C([O-])(=O)C.[K+]. The yield is 0.510. The product is [CH3:8][C:7]1[C:2]([B:16]2[O:17][C:18]([CH3:20])([CH3:19])[C:14]([CH3:30])([CH3:13])[O:15]2)=[CH:3][C:4]([NH:9][C:10](=[O:12])[CH3:11])=[N:5][CH:6]=1. (3) The reactants are [CH2:1]([NH:8][C:9](=[O:15])[C@H:10]1[CH2:14][CH2:13][CH2:12][NH:11]1)[C:2]1[CH:7]=[CH:6][CH:5]=[CH:4][CH:3]=1.[CH:16]1([CH2:22]Br)[CH2:21][CH2:20][CH2:19][CH2:18][CH2:17]1. The catalyst is CN(C=O)C. The product is [CH2:1]([NH:8][C:9](=[O:15])[C@H:10]1[CH2:14][CH2:13][CH2:12][N:11]1[CH2:22][CH:16]1[CH2:21][CH2:20][CH2:19][CH2:18][CH2:17]1)[C:2]1[CH:3]=[CH:4][CH:5]=[CH:6][CH:7]=1. The yield is 0.420. (4) The product is [F:32][C:17]([F:16])([F:33])[C:18]1[O:22][N:21]=[C:20]([C:23]2[CH:24]=[C:25]([CH:29]=[CH:30][CH:31]=2)[C:26]([N:4]2[CH2:5][CH2:6][CH2:7][N:1]([C:8]3[CH:15]=[CH:14][C:11]([C:12]#[N:13])=[CH:10][N:9]=3)[CH2:2][CH2:3]2)=[O:27])[N:19]=1. No catalyst specified. The yield is 0.340. The reactants are [N:1]1([C:8]2[CH:15]=[CH:14][C:11]([C:12]#[N:13])=[CH:10][N:9]=2)[CH2:7][CH2:6][CH2:5][NH:4][CH2:3][CH2:2]1.[F:16][C:17]([F:33])([F:32])[C:18]1[O:22][N:21]=[C:20]([C:23]2[CH:24]=[C:25]([CH:29]=[CH:30][CH:31]=2)[C:26](O)=[O:27])[N:19]=1. (5) The reactants are [Li]C(C)(C)C.[O:6]1[CH:10]=[CH:9][CH:8]=[CH:7]1.[C:11]1([S:17][S:17][C:11]2[CH:16]=[CH:15][CH:14]=[CH:13][CH:12]=2)[CH:16]=[CH:15][CH:14]=[CH:13][CH:12]=1. The catalyst is C1COCC1.CCOCC. The product is [C:11]1([S:17][C:7]2[O:6][CH:10]=[CH:9][CH:8]=2)[CH:16]=[CH:15][CH:14]=[CH:13][CH:12]=1. The yield is 0.970. (6) The reactants are C(N(CC)CC)C.[C:8]([O:12][CH2:13][CH3:14])(=[O:11])[CH:9]=[CH2:10].C1(C)C(C(P(C(C2C(C)=CC=CC=2)=O)C(C2C(C)=CC=CC=2)=O)=O)=CC=CC=1.Br.Br[C:45]1[S:54][C:53]2[C:52](=[C:55]3[CH2:60][CH2:59][N:58]([CH3:61])[CH2:57][CH2:56]3)[C:51]3[CH:62]=[CH:63][CH:64]=[CH:65][C:50]=3[CH2:49][CH2:48][C:47]=2[CH:46]=1.[Cl-].[NH4+]. The catalyst is C([O-])(=O)C.[Pd+2].C([O-])(=O)C.CN(C=O)C. The product is [CH3:61][N:58]1[CH2:59][CH2:60][C:55](=[C:52]2[C:51]3[CH:62]=[CH:63][CH:64]=[CH:65][C:50]=3[CH2:49][CH2:48][C:47]3[CH:46]=[C:45]([CH:10]=[CH:9][C:8]([O:12][CH2:13][CH3:14])=[O:11])[S:54][C:53]2=3)[CH2:56][CH2:57]1. The yield is 0.790.